Predict the product of the given reaction. From a dataset of Forward reaction prediction with 1.9M reactions from USPTO patents (1976-2016). (1) Given the reactants [CH:1]1([CH2:4][O:5][C:6]2[CH:7]=[CH:8][C:9]([C:12]#[CH:13])=[N:10][CH:11]=2)[CH2:3][CH2:2]1.I[C:15]1[CH:32]=[CH:31][C:18]([O:19][CH2:20][C@@H:21]([NH:23][C:24](=[O:30])[O:25][C:26]([CH3:29])([CH3:28])[CH3:27])[CH3:22])=[CH:17][CH:16]=1.C(N(CC)CC)C, predict the reaction product. The product is: [CH:1]1([CH2:4][O:5][C:6]2[CH:7]=[CH:8][C:9]([C:12]#[C:13][C:15]3[CH:32]=[CH:31][C:18]([O:19][CH2:20][C@@H:21]([NH:23][C:24](=[O:30])[O:25][C:26]([CH3:27])([CH3:28])[CH3:29])[CH3:22])=[CH:17][CH:16]=3)=[N:10][CH:11]=2)[CH2:2][CH2:3]1. (2) Given the reactants [NH2:1][C@H:2]([C:13]([OH:15])=[O:14])[CH2:3][C:4]1[C:12]2[C:7](=[CH:8][CH:9]=[CH:10][CH:11]=2)[NH:6][CH:5]=1.[C:16](Cl)([O:18][CH2:19][C:20]1[CH:25]=[CH:24][CH:23]=[CH:22][CH:21]=1)=[O:17].[OH-].[Na+].C([O-])([O-])=O.[K+].[K+].[C:35](Br)([CH3:38])([CH3:37])[CH3:36], predict the reaction product. The product is: [CH3:36][C:35]([O:14][C:13](=[O:15])[C@H:2]([CH2:3][C:4]1[C:12]2[C:7](=[CH:8][CH:9]=[CH:10][CH:11]=2)[NH:6][CH:5]=1)[NH:1][C:16]([O:18][CH2:19][C:20]1[CH:25]=[CH:24][CH:23]=[CH:22][CH:21]=1)=[O:17])([CH3:38])[CH3:37]. (3) The product is: [CH2:1]([C@@:5]1([CH2:31][CH3:32])[NH:11][C@H:10]([C:12]2[CH:13]=[CH:14][CH:15]=[CH:16][CH:17]=2)[C:9]2[CH:18]=[C:19]([O:27][CH3:28])[C:20]([CH2:22][CH2:23][C:24]([NH:71][CH2:70][C:69]([O:68][CH3:67])=[O:72])=[O:25])=[CH:21][C:8]=2[S:7](=[O:29])(=[O:30])[CH2:6]1)[CH2:2][CH2:3][CH3:4]. Given the reactants [CH2:1]([C@@:5]1([CH2:31][CH3:32])[NH:11][C@H:10]([C:12]2[CH:17]=[CH:16][CH:15]=[CH:14][CH:13]=2)[C:9]2[CH:18]=[C:19]([O:27][CH3:28])[C:20]([CH2:22][CH2:23][C:24](O)=[O:25])=[CH:21][C:8]=2[S:7](=[O:30])(=[O:29])[CH2:6]1)[CH2:2][CH2:3][CH3:4].CCN(C(C)C)C(C)C.CN(C(ON1N=NC2C=CC=NC1=2)=[N+](C)C)C.F[P-](F)(F)(F)(F)F.Cl.[CH3:67][O:68][C:69](=[O:72])[CH2:70][NH2:71], predict the reaction product. (4) The product is: [Cl:1][C:2]1[CH:7]=[CH:6][C:5]([C@@:8]2([OH:16])[CH2:13][CH2:12][N:11]([C:29]([C@H:26]3[CH2:27][CH2:28][C@H:25]3[NH:24][C:22](=[O:23])[O:21][C:17]([CH3:19])([CH3:18])[CH3:20])=[O:30])[CH2:10][C:9]2([CH3:14])[CH3:15])=[CH:4][CH:3]=1. Given the reactants [Cl:1][C:2]1[CH:7]=[CH:6][C:5]([C@@:8]2([OH:16])[CH2:13][CH2:12][NH:11][CH2:10][C:9]2([CH3:15])[CH3:14])=[CH:4][CH:3]=1.[C:17]([O:21][C:22]([NH:24][C@H:25]1[CH2:28][CH2:27][C@H:26]1[C:29](O)=[O:30])=[O:23])([CH3:20])([CH3:19])[CH3:18].C(N(CC)CC)C.F[P-](F)(F)(F)(F)F.N1(O[P+](N(C)C)(N(C)C)N(C)C)C2C=CC=CC=2N=N1, predict the reaction product. (5) Given the reactants [C:1]([C:3]1[CH:11]=[CH:10][C:6]([C:7]([OH:9])=O)=[C:5]([F:12])[CH:4]=1)#[N:2].[NH2:13][C:14]1[CH:15]=[C:16]([S:20]([NH2:23])(=[O:22])=[O:21])[CH:17]=[CH:18][CH:19]=1.CCN=C=NCCCN(C)C.C1C=CC2N(O)N=NC=2C=1.CN1CCOCC1.Cl, predict the reaction product. The product is: [C:1]([C:3]1[CH:11]=[CH:10][C:6]([C:7]([NH:13][C:14]2[CH:19]=[CH:18][CH:17]=[C:16]([S:20](=[O:22])(=[O:21])[NH2:23])[CH:15]=2)=[O:9])=[C:5]([F:12])[CH:4]=1)#[N:2]. (6) Given the reactants Br[CH:2]([C:4]1[CH:9]=[CH:8][CH:7]=[CH:6][CH:5]=1)[CH3:3].O.[NH2:11][NH2:12], predict the reaction product. The product is: [C:4]1([CH:2]([NH:11][NH2:12])[CH3:3])[CH:9]=[CH:8][CH:7]=[CH:6][CH:5]=1. (7) Given the reactants [F:1][C:2]1[CH:3]=[C:4]([C:9]2[CH:10]=[C:11]([CH2:20]OS(C)(=O)=O)[C:12](=[O:19])[N:13]([CH2:15][CH:16]([CH3:18])[CH3:17])[N:14]=2)[CH:5]=[CH:6][C:7]=1[F:8].[N:26]1([C:32]([O:34][C:35]([CH3:38])([CH3:37])[CH3:36])=[O:33])[CH2:31][CH2:30][NH:29][CH2:28][CH2:27]1, predict the reaction product. The product is: [C:35]([O:34][C:32]([N:26]1[CH2:31][CH2:30][N:29]([CH2:20][C:11]2[C:12](=[O:19])[N:13]([CH2:15][CH:16]([CH3:17])[CH3:18])[N:14]=[C:9]([C:4]3[CH:5]=[CH:6][C:7]([F:8])=[C:2]([F:1])[CH:3]=3)[CH:10]=2)[CH2:28][CH2:27]1)=[O:33])([CH3:38])([CH3:36])[CH3:37]. (8) Given the reactants [C:1]([O:5][C:6]([N:8]1[CH2:15][C:14]2[C:13]([NH:16][C:17]3[C:22]([F:23])=[CH:21][N:20]=[C:19](Cl)[N:18]=3)=[N:12][NH:11][C:10]=2[C:9]1([CH3:26])[CH3:25])=[O:7])([CH3:4])([CH3:3])[CH3:2].[CH3:27]B1OB(C)OB(C)O1.C(=O)([O-])[O-].[Cs+].[Cs+].O, predict the reaction product. The product is: [F:23][C:22]1[C:17]([NH:16][C:13]2[C:14]3[CH2:15][N:8]([C:6]([O:5][C:1]([CH3:4])([CH3:3])[CH3:2])=[O:7])[C:9]([CH3:26])([CH3:25])[C:10]=3[NH:11][N:12]=2)=[N:18][C:19]([CH3:27])=[N:20][CH:21]=1. (9) Given the reactants [CH3:1][O:2][C:3]1[CH:12]=[CH:11][CH:10]=[C:9]2[C:4]=1[CH:5]=[C:6]([C:13]#N)[CH2:7][O:8]2.[OH-:15].[Na+].[OH2:17].Cl, predict the reaction product. The product is: [CH3:1][O:2][C:3]1[CH:12]=[CH:11][CH:10]=[C:9]2[C:4]=1[CH:5]=[C:6]([C:13]([OH:17])=[O:15])[CH2:7][O:8]2.